Dataset: Catalyst prediction with 721,799 reactions and 888 catalyst types from USPTO. Task: Predict which catalyst facilitates the given reaction. (1) Reactant: F[P-](F)(F)(F)(F)F.[CH3:8][N+:9](C)=[C:10](N(C)C)ON1C2N=CC=CC=2N=N1.[C:25]([O:29][C:30]([NH:32][C@@H:33]([CH2:37][C:38]1[CH:43]=[CH:42][C:41]([O:44][CH:45]([CH3:47])[CH3:46])=[CH:40][CH:39]=1)[C:34](O)=[O:35])=[O:31])([CH3:28])([CH3:27])[CH3:26].C(N(CC)C(C)C)(C)C.CNC.O1CCCC1. Product: [CH3:8][N:9]([CH3:10])[C:34](=[O:35])[C@@H:33]([NH:32][C:30](=[O:31])[O:29][C:25]([CH3:28])([CH3:27])[CH3:26])[CH2:37][C:38]1[CH:43]=[CH:42][C:41]([O:44][CH:45]([CH3:47])[CH3:46])=[CH:40][CH:39]=1. The catalyst class is: 9. (2) Reactant: [O:1]=[C:2]1[NH:8][C:7]2[CH:9]=[C:10]([C:13](OC)=[O:14])[CH:11]=[CH:12][C:6]=2[S:5][CH2:4][CH2:3]1.[BH4-].[Li+]. Product: [OH:14][CH2:13][C:10]1[CH:11]=[CH:12][C:6]2[S:5][CH2:4][CH2:3][C:2](=[O:1])[NH:8][C:7]=2[CH:9]=1. The catalyst class is: 7. (3) Product: [NH2:1][C:2]1[N:7]([C:8]2[CH:9]=[N:10][CH:11]=[CH:12][CH:13]=2)[C:6](=[S:14])[NH:5][C:4](=[O:15])[C:3]=1[N:16]=[O:17]. Reactant: [NH2:1][C:2]1[N:7]([C:8]2[CH:9]=[N:10][CH:11]=[CH:12][CH:13]=2)[C:6](=[S:14])[NH:5][C:4](=[O:15])[CH:3]=1.[N:16]([O-])=[O:17].[Na+]. The catalyst class is: 86.